This data is from Forward reaction prediction with 1.9M reactions from USPTO patents (1976-2016). The task is: Predict the product of the given reaction. (1) Given the reactants [C:1]([C:3]1[CH:8]=[CH:7][C:6]([C:9]2[CH:10]=[N:11][N:12]([C:15]3[CH:23]=[CH:22][C:18]([C:19](O)=[O:20])=[CH:17][N:16]=3)[C:13]=2[OH:14])=[C:5]([CH3:24])[CH:4]=1)#[N:2].[CH3:25][O:26][CH2:27][CH:28]([NH2:30])[CH3:29], predict the reaction product. The product is: [C:1]([C:3]1[CH:8]=[CH:7][C:6]([C:9]2[CH:10]=[N:11][N:12]([C:15]3[CH:23]=[CH:22][C:18]([C:19]([NH:30][CH:28]([CH3:29])[CH2:27][O:26][CH3:25])=[O:20])=[CH:17][N:16]=3)[C:13]=2[OH:14])=[C:5]([CH3:24])[CH:4]=1)#[N:2]. (2) Given the reactants [OH:1][CH2:2][CH2:3][CH2:4][O:5][C:6]1[CH:11]=[CH:10][C:9]([C:12]([F:15])([F:14])[F:13])=[CH:8][N:7]=1.[Cl:16][C:17]1[CH:22]=[C:21]([O:23][CH2:24][CH:25]=[C:26]([Cl:28])[Cl:27])[CH:20]=[C:19]([CH3:29])[C:18]=1O.C1(P(C2C=CC=CC=2)C2C=CC=CC=2)C=CC=CC=1.N(C(OC(C)C)=O)=NC(OC(C)C)=O, predict the reaction product. The product is: [Cl:16][C:17]1[CH:22]=[C:21]([O:23][CH2:24][CH:25]=[C:26]([Cl:27])[Cl:28])[CH:20]=[C:19]([CH3:29])[C:18]=1[O:1][CH2:2][CH2:3][CH2:4][O:5][C:6]1[CH:11]=[CH:10][C:9]([C:12]([F:15])([F:13])[F:14])=[CH:8][N:7]=1. (3) Given the reactants [O:1]1[CH2:28][CH:2]1[CH2:3][N:4]([C:22]1[CH:27]=[CH:26][CH:25]=[CH:24][CH:23]=1)[N:5]=[CH:6][C:7]1[CH:8]=[CH:9][C:10]2[N:11]([CH2:20][CH3:21])[C:12]3C([C:18]=2[CH:19]=1)=CC=C[CH:13]=3.C1(NN=CC2C=CC3N(CC)C4C(C=3C=2)=CC=CC=4)C=CC=CC=1.C1(NN=CC2C=CC(N(CC)CC)=CC=2)C=CC=CC=1, predict the reaction product. The product is: [O:1]1[CH2:28][CH:2]1[CH2:3][N:4]([C:22]1[CH:23]=[CH:24][CH:25]=[CH:26][CH:27]=1)[N:5]=[CH:6][C:7]1[CH:19]=[CH:18][C:10]([N:11]([CH2:12][CH3:13])[CH2:20][CH3:21])=[CH:9][CH:8]=1.